From a dataset of Full USPTO retrosynthesis dataset with 1.9M reactions from patents (1976-2016). Predict the reactants needed to synthesize the given product. (1) Given the product [F:14][C:15]1[CH:16]=[CH:17][C:18]([C:21]2[N:25]([CH3:26])[N:24]=[CH:23][C:22]=2/[CH:27]=[CH:28]/[C:29]([NH:1][C:2]2[CH:3]=[CH:4][C:5]([CH2:8][C:9]([O:11][CH2:12][CH3:13])=[O:10])=[CH:6][CH:7]=2)=[O:30])=[CH:19][CH:20]=1, predict the reactants needed to synthesize it. The reactants are: [NH2:1][C:2]1[CH:7]=[CH:6][C:5]([CH2:8][C:9]([O:11][CH2:12][CH3:13])=[O:10])=[CH:4][CH:3]=1.[F:14][C:15]1[CH:20]=[CH:19][C:18]([C:21]2[N:25]([CH3:26])[N:24]=[CH:23][C:22]=2/[CH:27]=[CH:28]/[C:29](O)=[O:30])=[CH:17][CH:16]=1.O.ON1C2C=CC=CC=2N=N1.Cl.C(N=C=NCCCN(C)C)C. (2) Given the product [NH:28]1[C:29]2[C:34](=[CH:33][CH:32]=[CH:31][CH:30]=2)[C:26]([CH:24]=[N:23][NH:22][C:9]2[CH:8]=[C:7]([N:1]3[CH2:6][CH2:5][O:4][CH2:3][CH2:2]3)[N:12]3[N:13]=[CH:14][C:15]([C:16]4[CH:21]=[CH:20][CH:19]=[CH:18][N:17]=4)=[C:11]3[N:10]=2)=[CH:27]1, predict the reactants needed to synthesize it. The reactants are: [N:1]1([C:7]2[N:12]3[N:13]=[CH:14][C:15]([C:16]4[CH:21]=[CH:20][CH:19]=[CH:18][N:17]=4)=[C:11]3[N:10]=[C:9]([NH:22][NH2:23])[CH:8]=2)[CH2:6][CH2:5][O:4][CH2:3][CH2:2]1.[CH:24]([C:26]1[C:34]2[C:29](=[CH:30][CH:31]=[CH:32][CH:33]=2)[NH:28][CH:27]=1)=O.C(O)(=O)C.